This data is from Forward reaction prediction with 1.9M reactions from USPTO patents (1976-2016). The task is: Predict the product of the given reaction. (1) Given the reactants [CH3:1][C:2]([CH3:11])([CH3:10])[CH2:3][C:4]1[CH:5]=[N:6][NH:7][C:8]=1[NH2:9].C(OCC)(=O)C.[N:18]([C:21]([O:23][CH2:24][CH3:25])=[O:22])=[C:19]=[S:20], predict the reaction product. The product is: [CH2:24]([O:23][C:21](=[O:22])[NH:18][C:19]([NH:9][C:8]1[NH:7][N:6]=[CH:5][C:4]=1[CH2:3][C:2]([CH3:11])([CH3:10])[CH3:1])=[S:20])[CH3:25]. (2) The product is: [F:8][C:4]1[CH:5]=[CH:6][CH:7]=[C:2]([F:1])[C:3]=1[C:9]1[CH:14]=[C:13]([C:15]([C:17]2[N:18]([CH2:28][O:29][CH2:30][CH2:31][Si:32]([CH3:35])([CH3:34])[CH3:33])[C:19]([C:22]3[CH:23]=[N:24][N:25]([CH3:27])[CH:26]=3)=[CH:20][N:21]=2)=[O:16])[CH:12]=[CH:11][N:10]=1. Given the reactants [F:1][C:2]1[CH:7]=[CH:6][CH:5]=[C:4]([F:8])[C:3]=1[C:9]1[CH:14]=[C:13]([CH:15]([C:17]2[N:18]([CH2:28][O:29][CH2:30][CH2:31][Si:32]([CH3:35])([CH3:34])[CH3:33])[C:19]([C:22]3[CH:23]=[N:24][N:25]([CH3:27])[CH:26]=3)=[CH:20][N:21]=2)[OH:16])[CH:12]=[CH:11][N:10]=1, predict the reaction product. (3) Given the reactants [Br:1][C:2]1[CH:18]=[CH:17][C:16]([I:19])=[CH:15][C:3]=1[CH2:4][C:5]1[CH:6]=[CH:7][C:8]2[O:13][CH2:12][CH2:11][NH:10][C:9]=2[CH:14]=1.C(=O)([O-])[O-].[K+].[K+].[CH2:26](Br)[C:27]1[CH:32]=[CH:31][CH:30]=[CH:29][CH:28]=1, predict the reaction product. The product is: [CH2:26]([N:10]1[C:9]2[CH:14]=[C:5]([CH2:4][C:3]3[CH:15]=[C:16]([I:19])[CH:17]=[CH:18][C:2]=3[Br:1])[CH:6]=[CH:7][C:8]=2[O:13][CH2:12][CH2:11]1)[C:27]1[CH:32]=[CH:31][CH:30]=[CH:29][CH:28]=1. (4) Given the reactants [CH3:1][O:2][C:3]1[CH:14]=[C:13]([N+:15]([O-])=O)[CH:12]=[CH:11][C:4]=1[O:5][CH2:6][CH2:7][N:8]([CH3:10])[CH3:9], predict the reaction product. The product is: [CH3:9][N:8]([CH3:10])[CH2:7][CH2:6][O:5][C:4]1[CH:11]=[CH:12][C:13]([NH2:15])=[CH:14][C:3]=1[O:2][CH3:1]. (5) Given the reactants [C:1]1([CH2:7][O:8][C:9]2[CH:14]=[CH:13][CH:12]=[CH:11][C:10]=2[C:15]2[S:19][C:18]([C:20]([NH:22][NH2:23])=[O:21])=[CH:17][CH:16]=2)[CH:6]=[CH:5][CH:4]=[CH:3][CH:2]=1.[NH:24]([C:33]([O:35][CH2:36][C:37]1[CH:42]=[CH:41][CH:40]=[CH:39][CH:38]=1)=[O:34])[C@H:25]([C:30](O)=[O:31])[CH2:26][CH:27]([CH3:29])[CH3:28].C(Cl)CCl.C1C=CC2N(O)N=NC=2C=1, predict the reaction product. The product is: [CH3:28][CH:27]([CH3:29])[CH2:26][C@H:25]([NH:24][C:33]([O:35][CH2:36][C:37]1[CH:42]=[CH:41][CH:40]=[CH:39][CH:38]=1)=[O:34])[C:30]([NH:23][NH:22][C:20]([C:18]1[S:19][C:15]([C:10]2[CH:11]=[CH:12][CH:13]=[CH:14][C:9]=2[O:8][CH2:7][C:1]2[CH:6]=[CH:5][CH:4]=[CH:3][CH:2]=2)=[CH:16][CH:17]=1)=[O:21])=[O:31]. (6) Given the reactants [CH3:1][N:2]([CH3:8])[CH2:3][CH2:4][C:5]([OH:7])=[O:6].C(Cl)CCl.O[CH2:14][C:15]1[CH:16]=[C:17]([C:42]([O:44][CH2:45][CH2:46][CH2:47][CH2:48][CH2:49][CH2:50][CH2:51][CH2:52]/[CH:53]=[CH:54]\[CH2:55]/[CH:56]=[CH:57]\[CH2:58][CH2:59][CH2:60][CH2:61][CH3:62])=[O:43])[CH:18]=[C:19]([CH:41]=1)[C:20]([O:22][CH2:23][CH2:24][CH2:25][CH2:26][CH2:27][CH2:28][CH2:29][CH2:30]/[CH:31]=[CH:32]\[CH2:33]/[CH:34]=[CH:35]\[CH2:36][CH2:37][CH2:38][CH2:39][CH3:40])=[O:21], predict the reaction product. The product is: [CH3:1][N:2]([CH3:8])[CH2:3][CH2:4][C:5]([O:7][CH2:14][C:15]1[CH:16]=[C:17]([C:42]([O:44][CH2:45][CH2:46][CH2:47][CH2:48][CH2:49][CH2:50][CH2:51][CH2:52]/[CH:53]=[CH:54]\[CH2:55]/[CH:56]=[CH:57]\[CH2:58][CH2:59][CH2:60][CH2:61][CH3:62])=[O:43])[CH:18]=[C:19]([CH:41]=1)[C:20]([O:22][CH2:23][CH2:24][CH2:25][CH2:26][CH2:27][CH2:28][CH2:29][CH2:30]/[CH:31]=[CH:32]\[CH2:33]/[CH:34]=[CH:35]\[CH2:36][CH2:37][CH2:38][CH2:39][CH3:40])=[O:21])=[O:6]. (7) Given the reactants [N+:1]([C:4]1[CH:9]=[CH:8][CH:7]=[CH:6][C:5]=1[NH:10][C@@H:11]([CH3:14])[CH2:12][OH:13])([O-])=O.C(O)(=O)C.[H][H], predict the reaction product. The product is: [NH2:1][C:4]1[CH:9]=[CH:8][CH:7]=[CH:6][C:5]=1[NH:10][C@@H:11]([CH3:14])[CH2:12][OH:13]. (8) Given the reactants [Cl:1][C:2]1[CH:7]=[CH:6][C:5](/[C:8](=[N:14]\[C:15]2[CH:16]=[C:17]([O:27][CH3:28])[C:18]3[N:19]([C:21]([CH:24]([F:26])[F:25])=[N:22][N:23]=3)[CH:20]=2)/[C:9]([O:11][CH2:12][CH3:13])=[O:10])=[CH:4][CH:3]=1, predict the reaction product. The product is: [Cl:1][C:2]1[CH:7]=[CH:6][C:5]([CH:8]([NH:14][C:15]2[CH:16]=[C:17]([O:27][CH3:28])[C:18]3[N:19]([C:21]([CH:24]([F:26])[F:25])=[N:22][N:23]=3)[CH:20]=2)[C:9]([O:11][CH2:12][CH3:13])=[O:10])=[CH:4][CH:3]=1. (9) Given the reactants [F:1]/[C:2](=[C:13](/[C:16]1[CH:17]=[C:18]2[C:23](=[CH:24][C:25]=1[O:26][CH3:27])[O:22][C:21]([CH3:29])([CH3:28])[CH:20]=[C:19]2[CH:30]([CH3:32])[CH3:31])\[CH2:14][CH3:15])/[CH:3]=[CH:4]/[C:5](/[CH3:12])=[CH:6]/[C:7]([O:9]CC)=[O:8].[OH-].[Na+], predict the reaction product. The product is: [F:1]/[C:2](=[C:13](/[C:16]1[CH:17]=[C:18]2[C:23](=[CH:24][C:25]=1[O:26][CH3:27])[O:22][C:21]([CH3:29])([CH3:28])[CH:20]=[C:19]2[CH:30]([CH3:31])[CH3:32])\[CH2:14][CH3:15])/[CH:3]=[CH:4]/[C:5](/[CH3:12])=[CH:6]/[C:7]([OH:9])=[O:8].